Dataset: Reaction yield outcomes from USPTO patents with 853,638 reactions. Task: Predict the reaction yield, written as a fraction of the theoretical maximum amount of product (1.0 means a 100% yield; for example, 0.34 means a 34% yield). (1) The reactants are [CH3:1][C:2]1[C:6]([C:7]([O:9][CH3:10])=[O:8])=[CH:5][NH:4][N:3]=1.[CH3:11][O:12][C:13]1[CH:14]=[C:15](B(O)O)[CH:16]=[CH:17][CH:18]=1.N1C=CC=CC=1. The catalyst is CN(C)C(=O)C.C([O-])(=O)C.[Cu+2].C([O-])(=O)C. The product is [CH3:11][O:12][C:13]1[CH:18]=[C:17]([N:4]2[CH:5]=[C:6]([C:7]([O:9][CH3:10])=[O:8])[C:2]([CH3:1])=[N:3]2)[CH:16]=[CH:15][CH:14]=1. The yield is 0.480. (2) The reactants are Cl[C:2]1[N:7]=[C:6]([NH:8][C:9]2[CH:13]=[C:12]([CH:14]3[CH2:16][CH2:15]3)[NH:11][N:10]=2)[CH:5]=[CH:4][N:3]=1.[CH3:17][O:18][C:19]1[CH:37]=[CH:36][C:22]([CH2:23][N:24]2[C:28]3[CH:29]=[N:30][C:31]([CH:33]([NH2:35])[CH3:34])=[CH:32][C:27]=3[N:26]=[CH:25]2)=[CH:21][CH:20]=1.CCN(C(C)C)C(C)C. The catalyst is CC(C(O)C(C)C)C. The product is [CH:14]1([C:12]2[NH:11][N:10]=[C:9]([NH:8][C:6]3[CH:5]=[CH:4][N:3]=[C:2]([NH:35][CH:33]([C:31]4[N:30]=[CH:29][C:28]5[N:24]([CH2:23][C:22]6[CH:36]=[CH:37][C:19]([O:18][CH3:17])=[CH:20][CH:21]=6)[CH:25]=[N:26][C:27]=5[CH:32]=4)[CH3:34])[N:7]=3)[CH:13]=2)[CH2:16][CH2:15]1. The yield is 0.560. (3) The yield is 0.160. The product is [F:1][C:2]1[CH:7]=[C:6]2[C:5](=[CH:4][C:3]=1[NH2:16])[NH:13][CH:9]=[CH:8]2. The reactants are [F:1][C:2]1[C:3]([N+:16]([O-])=O)=[CH:4][C:5]([N+:13]([O-])=O)=[C:6]([CH:8]=[CH:9]N(C)C)[CH:7]=1. The catalyst is CCO.[Ni]. (4) The reactants are [CH3:1][O:2][C:3]1[N:8]=[C:7]([O:9][CH3:10])[C:6](B(O)O)=[CH:5][N:4]=1.Br[C:15]1[CH:16]=[N:17][C:18]([CH3:21])=[CH:19][CH:20]=1.C([O-])([O-])=O.[Na+].[Na+].C1C=CC(P(C2C=CC=CC=2)C2C=CC=CC=2)=CC=1. The catalyst is C(O)CC.CC([O-])=O.CC([O-])=O.[Pd+2]. The product is [CH3:1][O:2][C:3]1[N:8]=[C:7]([O:9][CH3:10])[C:6]([C:15]2[CH:16]=[N:17][C:18]([CH3:21])=[CH:19][CH:20]=2)=[CH:5][N:4]=1. The yield is 0.620. (5) The reactants are [C:1](=[O:19])([O:17][CH3:18])[O:2][C:3]1[C:8]([N+:9]([O-])=O)=[CH:7][C:6]([F:12])=[CH:5][C:4]=1[C:13]([CH3:16])([CH3:15])[CH3:14].C([O-])=O.[NH4+]. The catalyst is CCO.[Pd]. The product is [C:1](=[O:19])([O:17][CH3:18])[O:2][C:3]1[C:8]([NH2:9])=[CH:7][C:6]([F:12])=[CH:5][C:4]=1[C:13]([CH3:14])([CH3:15])[CH3:16]. The yield is 0.270.